From a dataset of Full USPTO retrosynthesis dataset with 1.9M reactions from patents (1976-2016). Predict the reactants needed to synthesize the given product. Given the product [C:1]([O:4][C@@H:5]1[C@H:12]2[C@H:8]([O:9][CH2:10][CH2:11]2)[O:7][CH2:6]1)(=[O:3])[CH3:2], predict the reactants needed to synthesize it. The reactants are: [C:1]([O:4][CH:5]1[CH:12]2[CH:8]([O:9][CH2:10][CH2:11]2)[O:7][CH2:6]1)(=[O:3])[CH3:2].[OH-].[Na+].